Dataset: Blood-brain barrier penetration binary classification data from Martins et al.. Task: Regression/Classification. Given a drug SMILES string, predict its absorption, distribution, metabolism, or excretion properties. Task type varies by dataset: regression for continuous measurements (e.g., permeability, clearance, half-life) or binary classification for categorical outcomes (e.g., BBB penetration, CYP inhibition). Dataset: bbb_martins. (1) The compound is CCC(=O)N(c1ccccc1)C1(COC)CCN(CCn2nnn(CC)c2=O)CC1. The result is 1 (penetrates BBB). (2) The molecule is Nn1cnc2cc3ccccc3cc2c1=O. The result is 1 (penetrates BBB). (3) The drug is COc1cccc2c1C(=O)c1c(O)c3c(c(O)c1C2=O)C[C@@](O)(/C(C)=N/NC(=O)c1ccccc1)C[C@@H]3O[C@H]1C[C@H](N)[C@H](O)[C@H](C)O1.[Cl-].[H+]. The result is 0 (does not penetrate BBB).